From a dataset of CYP2C9 inhibition data for predicting drug metabolism from PubChem BioAssay. Regression/Classification. Given a drug SMILES string, predict its absorption, distribution, metabolism, or excretion properties. Task type varies by dataset: regression for continuous measurements (e.g., permeability, clearance, half-life) or binary classification for categorical outcomes (e.g., BBB penetration, CYP inhibition). Dataset: cyp2c9_veith. The drug is COc1ccc(Oc2ncc3nc(C)c(=O)n(Cc4cccc(OC)c4)c3n2)cc1. The result is 1 (inhibitor).